Dataset: Catalyst prediction with 721,799 reactions and 888 catalyst types from USPTO. Task: Predict which catalyst facilitates the given reaction. (1) Product: [Cl:32][C:26]1[CH:27]=[C:28]([Cl:31])[CH:29]=[CH:30][C:25]=1[N:13]1[C:14]([C:18]2[CH:19]=[CH:20][C:21]([O:24][S:45]([CH2:44][CH2:43][C:42]([F:50])([F:49])[F:41])(=[O:47])=[O:46])=[CH:22][CH:23]=2)=[C:15]([CH2:16][OH:17])[C:11]([C:9](=[O:10])[NH:8][CH:5]2[CH2:6][CH2:7][C:2]([F:1])([F:33])[CH2:3][CH2:4]2)=[N:12]1. The catalyst class is: 4. Reactant: [F:1][C:2]1([F:33])[CH2:7][CH2:6][CH:5]([NH:8][C:9]([C:11]2[C:15]([CH2:16][OH:17])=[C:14]([C:18]3[CH:23]=[CH:22][C:21]([OH:24])=[CH:20][CH:19]=3)[N:13]([C:25]3[CH:30]=[CH:29][C:28]([Cl:31])=[CH:27][C:26]=3[Cl:32])[N:12]=2)=[O:10])[CH2:4][CH2:3]1.C(N(CC)CC)C.[F:41][C:42]([F:50])([F:49])[CH2:43][CH2:44][S:45](Cl)(=[O:47])=[O:46].O. (2) Product: [CH3:13][O:12][CH2:11][CH2:10][N:5]1[CH:6]=[CH:7][N:8]=[C:4]1[CH3:3]. Reactant: [H-].[Na+].[CH3:3][C:4]1[NH:5][CH:6]=[CH:7][N:8]=1.Br[CH2:10][CH2:11][O:12][CH3:13].O. The catalyst class is: 3. (3) Reactant: [Br:1][C:2]1[CH:3]=[CH:4][C:5]2[S:9][C:8]([CH3:10])=[N:7][C:6]=2[CH:11]=1.[Li+].[CH3:13][CH:14]([N-]C(C)C)[CH3:15].C1CCCCC1.C(Br)C=C. Product: [Br:1][C:2]1[CH:3]=[CH:4][C:5]2[S:9][C:8]([CH2:10][CH2:15][CH:14]=[CH2:13])=[N:7][C:6]=2[CH:11]=1. The catalyst class is: 1. (4) The catalyst class is: 2. Reactant: ClC1C=CC=C[N+]=1C.[N:9](=[C:11]1/[NH:12][CH:13]=[CH:14][C:15]([C:17]2[CH:22]=[CH:21][N:20]=[C:19]([NH:23][C:24]3[N:28]([CH3:29])[N:27]=[CH:26][CH:25]=3)[N:18]=2)=[CH:16]/1)/[NH2:10].[CH2:30]([Si:32]([CH3:38])([CH3:37])[CH2:33][C:34](O)=[O:35])[CH3:31].C(N(CCCC)CCCC)CCC. Product: [CH2:30]([Si:32]([CH3:38])([CH3:37])[CH2:33][C:34]([NH:10]/[N:9]=[C:11]1\[NH:12][CH:13]=[CH:14][C:15]([C:17]2[CH:22]=[CH:21][N:20]=[C:19]([NH:23][C:24]3[N:28]([CH3:29])[N:27]=[CH:26][CH:25]=3)[N:18]=2)=[CH:16]\1)=[O:35])[CH3:31]. (5) Reactant: [CH3:1][O:2][C:3]([C:5]1[C:6]2[N:14]([CH3:15])[CH:13]=[CH:12][C:7]=2[C:8](Cl)=[N:9][CH:10]=1)=[O:4].[Cl:16][C:17]1[CH:18]=[C:19]([CH:21]=[CH:22][CH:23]=1)[NH2:20].CS(O)(=O)=O. Product: [CH3:1][O:2][C:3]([C:5]1[C:6]2[N:14]([CH3:15])[CH:13]=[CH:12][C:7]=2[C:8]([NH:20][C:19]2[CH:21]=[CH:22][CH:23]=[C:17]([Cl:16])[CH:18]=2)=[N:9][CH:10]=1)=[O:4]. The catalyst class is: 169.